The task is: Predict the reactants needed to synthesize the given product.. This data is from Full USPTO retrosynthesis dataset with 1.9M reactions from patents (1976-2016). Given the product [N:15]1[C:24]2[C:19](=[CH:20][C:21]([CH2:25][NH:26][S:2]([C:5]3[CH:14]=[CH:13][C:8]([C:9]([O:11][CH3:12])=[O:10])=[CH:7][CH:6]=3)(=[O:4])=[O:3])=[CH:22][CH:23]=2)[CH:18]=[CH:17][CH:16]=1, predict the reactants needed to synthesize it. The reactants are: Cl[S:2]([C:5]1[CH:14]=[CH:13][C:8]([C:9]([O:11][CH3:12])=[O:10])=[CH:7][CH:6]=1)(=[O:4])=[O:3].[N:15]1[C:24]2[C:19](=[CH:20][C:21]([CH2:25][NH2:26])=[CH:22][CH:23]=2)[CH:18]=[CH:17][CH:16]=1.